Predict the reactants needed to synthesize the given product. From a dataset of Full USPTO retrosynthesis dataset with 1.9M reactions from patents (1976-2016). (1) Given the product [CH:20]1([C:25]2[O:6][N:5]=[C:4]([C:3]3[C:2]([Cl:1])=[CH:10][CH:9]=[CH:8][C:7]=3[Cl:11])[C:26]=2[C:27]([O:29][CH2:30][CH3:31])=[O:28])[CH2:24][CH2:23][CH2:22][CH2:21]1, predict the reactants needed to synthesize it. The reactants are: [Cl:1][C:2]1[CH:10]=[CH:9][CH:8]=[C:7]([Cl:11])[C:3]=1[CH:4]=[N:5][OH:6].ClN1C(=O)CCC1=O.[CH:20]1([C:25](=O)[CH2:26][C:27]([O:29][CH2:30][CH3:31])=[O:28])[CH2:24][CH2:23][CH2:22][CH2:21]1.[O-]CC.[Na+].C(O)C. (2) Given the product [NH2:30][C@@H:26]([CH2:25][CH2:24][OH:23])[C:27]([NH:13][C:12]1[CH:11]=[CH:10][C:9]([CH2:1][CH2:2][CH2:3][CH2:4][CH2:5][CH2:6][CH2:7][CH3:8])=[CH:15][CH:14]=1)=[O:28], predict the reactants needed to synthesize it. The reactants are: [CH2:1]([C:9]1[CH:15]=[CH:14][C:12]([NH2:13])=[CH:11][CH:10]=1)[CH2:2][CH2:3][CH2:4][CH2:5][CH2:6][CH2:7][CH3:8].C([O:23][CH2:24][CH2:25][C@H:26]([NH:30]C(OC(C)(C)C)=O)[C:27](O)=[O:28])C1C=CC=CC=1.